Task: Regression/Classification. Given a drug SMILES string, predict its absorption, distribution, metabolism, or excretion properties. Task type varies by dataset: regression for continuous measurements (e.g., permeability, clearance, half-life) or binary classification for categorical outcomes (e.g., BBB penetration, CYP inhibition). Dataset: b3db_classification.. Dataset: Blood-brain barrier permeability classification from the B3DB database (1) The compound is CCOc1cccc(F)c1B(O)O. The result is 1 (penetrates BBB). (2) The drug is C[C@@H]1CC2C3CCC4=CC(=O)C=CC4(C)[C@@]3(Cl)C(Cl)CC2(C)[C@@]1(O)C(=O)CO. The result is 1 (penetrates BBB). (3) The molecule is O=C(O)/C=C/c1ccc(Cn2ccnc2)cc1. The result is 0 (does not penetrate BBB). (4) The compound is CCCN1CC(CSC)CC2c3cccc4[nH]cc(c34)CC21. The result is 1 (penetrates BBB).